Dataset: Full USPTO retrosynthesis dataset with 1.9M reactions from patents (1976-2016). Task: Predict the reactants needed to synthesize the given product. (1) Given the product [CH:36]1([CH:28]([C:25]2[CH:26]=[CH:27][C:22]([CH2:21][N:5]3[C:4](=[O:13])[C:3]4[C:7](=[C:8]([F:11])[CH:9]=[CH:10][C:2]=4[F:1])[C:6]3=[O:12])=[CH:23][CH:24]=2)[C:29]([O:31][C:32]([CH3:33])([CH3:35])[CH3:34])=[O:30])[CH2:40][CH2:39][CH2:38][CH2:37]1, predict the reactants needed to synthesize it. The reactants are: [F:1][C:2]1[CH:10]=[CH:9][C:8]([F:11])=[C:7]2[C:3]=1[C:4](=[O:13])[NH:5][C:6]2=[O:12].C(=O)([O-])[O-].[Cs+].[Cs+].Br[CH2:21][C:22]1[CH:27]=[CH:26][C:25]([CH:28]([CH:36]2[CH2:40][CH2:39][CH2:38][CH2:37]2)[C:29]([O:31][C:32]([CH3:35])([CH3:34])[CH3:33])=[O:30])=[CH:24][CH:23]=1. (2) Given the product [C:1]([O:24][C:12]1[CH:11]=[CH:10][C:9]([Cl:8])=[CH:14][C:13]=1[CH2:15][C:16]1[O:20][C:19]([C:21]([OH:23])=[O:22])=[CH:18][CH:17]=1)(=[O:3])[CH3:2], predict the reactants needed to synthesize it. The reactants are: [C:1](OC(=O)C)(=[O:3])[CH3:2].[Cl:8][C:9]1[CH:10]=[CH:11][C:12]([OH:24])=[C:13]([CH2:15][C:16]2[O:20][C:19]([C:21]([OH:23])=[O:22])=[CH:18][CH:17]=2)[CH:14]=1. (3) Given the product [CH3:21][S:13][C:10]1[CH:11]=[CH:12][C:7]([O:6][C:5]2[CH:17]=[CH:18][C:2]([Cl:1])=[CH:3][CH:4]=2)=[CH:8][CH:9]=1, predict the reactants needed to synthesize it. The reactants are: [Cl:1][C:2]1[CH:18]=[CH:17][C:5]([O:6][C:7]2[CH:12]=[CH:11][C:10]([S:13](Cl)(=O)=O)=[CH:9][CH:8]=2)=[CH:4][CH:3]=1.P(OC)(OC)O[CH3:21].CO.[OH-].[K+]. (4) Given the product [CH3:15][C:10]1[CH:9]=[C:8]([CH:13]=[CH:12][C:11]=1[O:14][C:2]1[S:3][CH:4]=[CH:5][N:6]=1)[NH2:7], predict the reactants needed to synthesize it. The reactants are: Cl[C:2]1[S:3][CH:4]=[CH:5][N:6]=1.[NH2:7][C:8]1[CH:13]=[CH:12][C:11]([OH:14])=[C:10]([CH3:15])[CH:9]=1.[OH-].[K+]. (5) Given the product [F:15][C:16]1[CH:21]=[CH:20][C:19]([C:22]2[C:30]3[C:25](=[CH:26][C:27]([NH:31][C:32]([CH:34]4[CH2:38][CH2:37][N:36]([CH2:39][C:40](=[O:41])[N:46]5[CH2:45][CH2:44][N:43]([C:49]6[CH:50]=[CH:51][C:52]([C:55]7[N:56]=[CH:57][CH:58]=[CH:59][N:60]=7)=[CH:53][N:54]=6)[CH2:48][CH2:47]5)[CH2:35]4)=[O:33])=[CH:28][CH:29]=3)[NH:24][N:23]=2)=[CH:18][CH:17]=1, predict the reactants needed to synthesize it. The reactants are: C(N(CC)CC)C.FC(F)(F)C(O)=O.[F:15][C:16]1[CH:21]=[CH:20][C:19]([C:22]2[C:30]3[C:25](=[CH:26][C:27]([NH:31][C:32]([CH:34]4[CH2:38][CH2:37][N:36]([CH2:39][C:40](O)=[O:41])[CH2:35]4)=[O:33])=[CH:28][CH:29]=3)[NH:24][N:23]=2)=[CH:18][CH:17]=1.[N:43]1([C:49]2[N:54]=[CH:53][C:52]([C:55]3[N:60]=[CH:59][CH:58]=[CH:57][N:56]=3)=[CH:51][CH:50]=2)[CH2:48][CH2:47][NH:46][CH2:45][CH2:44]1.Cl.CN(C)CCCN=C=NCC.O.ON1C2C=CC=CC=2N=N1. (6) Given the product [Cl:18][C:17]1[C:12]([NH:11][C:6]2[CH:7]=[CH:8][CH:9]=[CH:10][C:5]=2[C:4]([NH:40][CH2:39][CH2:38][O:37][CH3:36])=[O:35])=[N:13][C:14]([NH:19][C:20]2[CH:34]=[CH:33][C:23]3[CH2:24][CH2:25][N:26]([CH2:29][CH2:30][O:31][CH3:32])[CH2:27][CH2:28][C:22]=3[CH:21]=2)=[N:15][CH:16]=1, predict the reactants needed to synthesize it. The reactants are: C(O[C:4](=[O:35])[C:5]1[CH:10]=[CH:9][CH:8]=[CH:7][C:6]=1[NH:11][C:12]1[C:17]([Cl:18])=[CH:16][N:15]=[C:14]([NH:19][C:20]2[CH:34]=[CH:33][C:23]3[CH2:24][CH2:25][N:26]([CH2:29][CH2:30][O:31][CH3:32])[CH2:27][CH2:28][C:22]=3[CH:21]=2)[N:13]=1)C.[CH3:36][O:37][CH2:38][CH2:39][NH2:40]. (7) Given the product [C:11]([O:10][C@H:9]1[C@H:5]([O:4][C:1](=[O:3])[CH3:2])[C@H:6]([N:16]2[CH:24]=[N:23][C:22]3[C:17]2=[N:18][CH:19]=[N:20][C:21]=3[NH:25][C@@H:26]2[C:34]3[C:29](=[CH:30][CH:31]=[CH:32][CH:33]=3)[CH2:28][CH2:27]2)[O:7][C@@H:8]1[CH2:14][O:15][S:43]([NH2:46])(=[O:45])=[O:44])(=[O:13])[CH3:12], predict the reactants needed to synthesize it. The reactants are: [C:1]([O:4][C@H:5]1[C@H:9]([O:10][C:11](=[O:13])[CH3:12])[C@@H:8]([CH2:14][OH:15])[O:7][C@H:6]1[N:16]1[CH:24]=[N:23][C:22]2[C:17]1=[N:18][CH:19]=[N:20][C:21]=2[NH:25][C@@H:26]1[C:34]2[C:29](=[CH:30][CH:31]=[CH:32][CH:33]=2)[CH2:28][CH2:27]1)(=[O:3])[CH3:2].C(N(CC)CC)C.Cl[S:43]([NH2:46])(=[O:45])=[O:44].